Dataset: Full USPTO retrosynthesis dataset with 1.9M reactions from patents (1976-2016). Task: Predict the reactants needed to synthesize the given product. (1) Given the product [NH2:23][C:20]1[CH:21]=[CH:22][C:17]([C:15]2[CH:16]=[C:11]([NH:10][CH2:9][C:3]3[C:2]([CH3:1])=[CH:7][CH:6]=[CH:5][C:4]=3[CH3:8])[C:12]3[N:13]([C:26]([CH3:30])=[C:27]([CH3:29])[N:28]=3)[CH:14]=2)=[N:18][CH:19]=1, predict the reactants needed to synthesize it. The reactants are: [CH3:1][C:2]1[CH:7]=[CH:6][CH:5]=[C:4]([CH3:8])[C:3]=1[CH2:9][NH:10][C:11]1[C:12]2[N:13]([C:26]([CH3:30])=[C:27]([CH3:29])[N:28]=2)[CH:14]=[C:15]([C:17]2[CH:22]=[CH:21][C:20]([N+:23]([O-])=O)=[CH:19][N:18]=2)[CH:16]=1.O.[Sn](Cl)Cl.C(=O)([O-])O.[Na+]. (2) Given the product [F:1][C:2]1[CH:3]=[C:4]([N+:9]([O-:11])=[O:10])[CH:5]=[CH:6][C:7]=1[N:17]1[CH:16]=[C:15]([CH3:18])[N:14]=[CH:13]1, predict the reactants needed to synthesize it. The reactants are: [F:1][C:2]1[CH:3]=[C:4]([N+:9]([O-:11])=[O:10])[CH:5]=[CH:6][C:7]=1F.C[C:13]1[NH:14][CH:15]=[CH:16][N:17]=1.[CH:18](N(CC)C(C)C)(C)C. (3) Given the product [CH3:28][C@@H:10]1[CH2:9][NH:8][C@@H:13]([CH3:14])[CH2:12][N:11]1[C:15]1[CH:16]=[CH:17][C:18]2[N:19]([C:21]([C:24]([F:27])([F:26])[F:25])=[N:22][N:23]=2)[N:20]=1, predict the reactants needed to synthesize it. The reactants are: C([N:8]1[C@@H:13]([CH3:14])[CH2:12][N:11]([C:15]2[CH:16]=[CH:17][C:18]3[N:19]([C:21]([C:24]([F:27])([F:26])[F:25])=[N:22][N:23]=3)[N:20]=2)[C@H:10]([CH3:28])[CH2:9]1)C1C=CC=CC=1.Cl. (4) Given the product [CH3:24][CH:19]([C:12]1[CH:13]=[C:14]2[C:9](=[CH:10][CH:11]=1)[CH:8]=[C:7]([OH:6])[C:16]([S:17][CH3:18])=[CH:15]2)[CH2:20][CH2:21][CH2:22][CH3:23], predict the reactants needed to synthesize it. The reactants are: B(Br)(Br)Br.C[O:6][C:7]1[C:16]([S:17][CH3:18])=[CH:15][C:14]2[C:9](=[CH:10][CH:11]=[C:12]([CH:19]([CH3:24])[CH2:20][CH2:21][CH2:22][CH3:23])[CH:13]=2)[CH:8]=1. (5) The reactants are: [CH3:1][O:2][C:3]([C@H:5]1[N:9]2[C:10](=[O:29])[CH:11]=[C:12]([CH2:22][CH2:23][CH2:24][CH2:25][CH2:26][CH2:27][CH3:28])[C:13]([C:14]3[CH:19]=[CH:18][C:17]([F:20])=[C:16]([F:21])[CH:15]=3)=[C:8]2[S:7][CH2:6]1)=[O:4].[N:30]([O-:32])=[O:31].[Na+].O=O.C(O)(C(F)(F)F)=O.C([O-])(O)=O.[Na+]. Given the product [CH3:1][O:2][C:3]([C@H:5]1[N:9]2[C:10](=[O:29])[C:11]([N+:30]([O-:32])=[O:31])=[C:12]([CH2:22][CH2:23][CH2:24][CH2:25][CH2:26][CH2:27][CH3:28])[C:13]([C:14]3[CH:19]=[CH:18][C:17]([F:20])=[C:16]([F:21])[CH:15]=3)=[C:8]2[S:7][CH2:6]1)=[O:4], predict the reactants needed to synthesize it. (6) Given the product [OH:1][C@@:2]1([C:23]([F:25])([F:24])[F:22])[CH2:21][N:5]2[CH2:6][C@@H:7]([C:17]([O:19][CH3:20])=[O:18])[N:8]([C:10]([O:12][C:13]([CH3:14])([CH3:15])[CH3:16])=[O:11])[CH2:9][C@H:4]2[CH2:3]1, predict the reactants needed to synthesize it. The reactants are: [O:1]=[C:2]1[CH2:21][N:5]2[CH2:6][C@@H:7]([C:17]([O:19][CH3:20])=[O:18])[N:8]([C:10]([O:12][C:13]([CH3:16])([CH3:15])[CH3:14])=[O:11])[CH2:9][C@H:4]2[CH2:3]1.[F:22][C:23]([Si](C)(C)C)([F:25])[F:24].O1CCCC1.[F-].C([N+](CCCC)(CCCC)CCCC)CCC. (7) Given the product [CH:1]1([C:4]2[CH:5]=[C:6]([O:19][CH2:20][C:21]3[C:26]([F:27])=[CH:25][CH:24]=[CH:23][C:22]=3[F:28])[C:7]3[N:8]([C:10]([C:14]([OH:16])=[O:15])=[C:11]([CH3:13])[N:12]=3)[CH:9]=2)[CH2:2][CH2:3]1, predict the reactants needed to synthesize it. The reactants are: [CH:1]1([C:4]2[CH:5]=[C:6]([O:19][CH2:20][C:21]3[C:26]([F:27])=[CH:25][CH:24]=[CH:23][C:22]=3[F:28])[C:7]3[N:8]([C:10]([C:14]([O:16]CC)=[O:15])=[C:11]([CH3:13])[N:12]=3)[CH:9]=2)[CH2:3][CH2:2]1.[OH-].[Li+].Cl.